From a dataset of Forward reaction prediction with 1.9M reactions from USPTO patents (1976-2016). Predict the product of the given reaction. (1) Given the reactants [Br:1][C:2]1[CH:3]=[C:4]2[C:8](=[CH:9][CH:10]=1)[C:7](=[O:11])[CH2:6][CH2:5]2.C1(C)C=CC(S(O)(=O)=O)=CC=1.[CH2:23](O)[CH2:24][OH:25].N, predict the reaction product. The product is: [Br:1][C:2]1[CH:3]=[C:4]2[C:8](=[CH:9][CH:10]=1)[C:7]1([O:25][CH2:24][CH2:23][O:11]1)[CH2:6][CH2:5]2. (2) Given the reactants [I:1][C:2]1[CH:7]=[CH:6][N:5]=[C:4](F)[C:3]=1[CH:9]=O.[Cl:11][C:12]1[CH:17]=[C:16]([F:18])[CH:15]=[CH:14][C:13]=1[NH:19][NH2:20], predict the reaction product. The product is: [Cl:11][C:12]1[CH:17]=[C:16]([F:18])[CH:15]=[CH:14][C:13]=1[N:19]1[C:4]2=[N:5][CH:6]=[CH:7][C:2]([I:1])=[C:3]2[CH:9]=[N:20]1. (3) Given the reactants [NH2:1][C:2]1[S:3][CH:4]=[N:5][N:6]=1.CCN(C(C)C)C(C)C.[CH:16]1([CH2:21][CH:22]([C:26]2[CH:31]=[CH:30][CH:29]=[CH:28][CH:27]=2)[C:23](Cl)=[O:24])[CH2:20][CH2:19][CH2:18][CH2:17]1, predict the reaction product. The product is: [CH:16]1([CH2:21][CH:22]([C:26]2[CH:27]=[CH:28][CH:29]=[CH:30][CH:31]=2)[C:23]([NH:1][C:2]2[S:3][CH:4]=[N:5][N:6]=2)=[O:24])[CH2:20][CH2:19][CH2:18][CH2:17]1.